This data is from Forward reaction prediction with 1.9M reactions from USPTO patents (1976-2016). The task is: Predict the product of the given reaction. (1) Given the reactants [C:1]([N:4]1[CH2:9][CH2:8][N:7]([C:10]2[CH:11]=[CH:12][C:13]([NH:16][C:17](=[O:27])[CH2:18][C:19]3[CH:20]=[N:21][C:22](Cl)=[C:23]([F:25])[CH:24]=3)=[N:14][CH:15]=2)[CH2:6][CH2:5]1)(=[O:3])[CH3:2].[F:28][C:29]1[CH:34]=[C:33](B(O)O)[CH:32]=[CH:31][N:30]=1.COC1C=CC=C(OC)C=1C1C=CC=CC=1P(C1CCCCC1)C1CCCCC1.[O-]P([O-])([O-])=O.[K+].[K+].[K+], predict the reaction product. The product is: [C:1]([N:4]1[CH2:9][CH2:8][N:7]([C:10]2[CH:11]=[CH:12][C:13]([NH:16][C:17](=[O:27])[CH2:18][C:19]3[CH:24]=[C:23]([F:25])[C:22]([C:33]4[CH:32]=[CH:31][N:30]=[C:29]([F:28])[CH:34]=4)=[N:21][CH:20]=3)=[N:14][CH:15]=2)[CH2:6][CH2:5]1)(=[O:3])[CH3:2]. (2) Given the reactants C([NH:9][C:10]([NH:12][CH2:13][C:14]([F:17])([F:16])[F:15])=[S:11])(=O)C1C=CC=CC=1.C(=O)([O-])[O-].[K+].[K+], predict the reaction product. The product is: [F:15][C:14]([F:17])([F:16])[CH2:13][NH:12][C:10]([NH2:9])=[S:11].